Dataset: Forward reaction prediction with 1.9M reactions from USPTO patents (1976-2016). Task: Predict the product of the given reaction. (1) Given the reactants [Li+].[OH-].C[O:4][C:5](=[O:28])[CH2:6][C:7]1[C:15]2[C:10](=[N:11][CH:12]=[CH:13][CH:14]=2)[N:9]([S:16]([C:19]2[CH:24]=[CH:23][C:22]([F:25])=[C:21]([F:26])[CH:20]=2)(=[O:18])=[O:17])[C:8]=1[CH3:27].Cl, predict the reaction product. The product is: [F:26][C:21]1[CH:20]=[C:19]([S:16]([N:9]2[C:10]3=[N:11][CH:12]=[CH:13][CH:14]=[C:15]3[C:7]([CH2:6][C:5]([OH:28])=[O:4])=[C:8]2[CH3:27])(=[O:17])=[O:18])[CH:24]=[CH:23][C:22]=1[F:25]. (2) Given the reactants [CH2:1]([C:3]1[CH:26]=[CH:25][CH:24]=[C:23]([CH3:27])[C:4]=1[CH2:5][NH:6][C:7]1[C:15]2[N:14]=[C:13]([CH3:16])[N:12]([CH3:17])[C:11]=2[CH:10]=[C:9]([C:18](OCC)=[O:19])[CH:8]=1)[CH3:2].[NH2:28][CH2:29][CH2:30][OH:31], predict the reaction product. The product is: [CH2:1]([C:3]1[CH:26]=[CH:25][CH:24]=[C:23]([CH3:27])[C:4]=1[CH2:5][NH:6][C:7]1[C:15]2[N:14]=[C:13]([CH3:16])[N:12]([CH3:17])[C:11]=2[CH:10]=[C:9]([C:18]([NH:28][CH2:29][CH2:30][OH:31])=[O:19])[CH:8]=1)[CH3:2]. (3) Given the reactants [CH2:1]([O:8][C:9]([N:11]1[CH2:20][CH2:19][C:18]2[C:13](=[CH:14][C:15]([C:33]([OH:35])=O)=[C:16]([C:21]3[N:22]([CH3:32])[C:23]([CH3:31])=[C:24]([C:26]([O:28][CH2:29][CH3:30])=[O:27])[CH:25]=3)[CH:17]=2)[CH2:12]1)=[O:10])[C:2]1[CH:7]=[CH:6][CH:5]=[CH:4][CH:3]=1.[CH2:36]1[C:45]2[C:40](=[CH:41][CH:42]=[CH:43][CH:44]=2)[CH2:39][C@@H:38]([CH2:46][N:47]2[CH2:52][CH2:51][O:50][CH2:49][CH2:48]2)[NH:37]1.C(N(CC)CC)C.C(N=C=NCCCN(C)C)C.OC1C2N=NNC=2C=CC=1, predict the reaction product. The product is: [CH2:29]([O:28][C:26]([C:24]1[CH:25]=[C:21]([C:16]2[CH:17]=[C:18]3[C:13](=[CH:14][C:15]=2[C:33]([N:37]2[C@H:38]([CH2:46][N:47]4[CH2:52][CH2:51][O:50][CH2:49][CH2:48]4)[CH2:39][C:40]4[C:45](=[CH:44][CH:43]=[CH:42][CH:41]=4)[CH2:36]2)=[O:35])[CH2:12][N:11]([C:9]([O:8][CH2:1][C:2]2[CH:3]=[CH:4][CH:5]=[CH:6][CH:7]=2)=[O:10])[CH2:20][CH2:19]3)[N:22]([CH3:32])[C:23]=1[CH3:31])=[O:27])[CH3:30]. (4) Given the reactants Br[C:2]1[CH:14]=[C:13]2[C:5]([C:6]3[CH:7]=[CH:8][C:9]([N:15]([CH2:20][CH2:21][CH2:22][CH3:23])[CH2:16][CH2:17][CH2:18][CH3:19])=[CH:10][C:11]=3[CH2:12]2)=[CH:4][CH:3]=1.[CH:24]([C:26]1[S:30][C:29](B(O)O)=[CH:28][CH:27]=1)=[O:25].C(=O)([O-])[O-].[K+].[K+].C1(C)C=CC=CC=1, predict the reaction product. The product is: [CH2:16]([N:15]([CH2:20][CH2:21][CH2:22][CH3:23])[C:9]1[CH:10]=[C:11]2[C:6]([C:5]3[CH:4]=[CH:3][C:2]([C:29]4[S:30][C:26]([CH:24]=[O:25])=[CH:27][CH:28]=4)=[CH:14][C:13]=3[CH2:12]2)=[CH:7][CH:8]=1)[CH2:17][CH2:18][CH3:19]. (5) Given the reactants [N+:1]([C:4]1[CH:9]=[CH:8][C:7]([C:10]2[N:14]3[CH:15]=[CH:16][CH:17]=[CH:18][C:13]3=[N:12][C:11]=2[C:19]([F:22])([F:21])[F:20])=[CH:6][CH:5]=1)([O-])=O.Cl[Sn]Cl.[F:26][C:27]1[CH:28]=[C:29](C=C[C:35]=1[F:36])[C:30](Cl)=O.C(N(C(C)C)CC)(C)C.[CH2:46]([OH:48])[CH3:47], predict the reaction product. The product is: [F:36][C:35]1[C:27]([F:26])=[CH:28][CH:29]=[CH:30][C:47]=1[C:46]([NH:1][C:4]1[CH:9]=[CH:8][C:7]([C:10]2[N:14]3[CH:15]=[CH:16][CH:17]=[CH:18][C:13]3=[N:12][C:11]=2[C:19]([F:22])([F:21])[F:20])=[CH:6][CH:5]=1)=[O:48]. (6) Given the reactants [CH3:1][C:2]([CH3:20])([CH3:19])[CH2:3][C:4]([NH:6][NH:7][C:8](=[O:18])[C:9]1[CH:14]=[CH:13][C:12]([N+:15]([O-:17])=[O:16])=[CH:11][CH:10]=1)=O.C([N+](CC)(CC)S(NC(=O)OC)(=O)=O)C, predict the reaction product. The product is: [CH2:3]([C:4]1[O:18][C:8]([C:9]2[CH:14]=[CH:13][C:12]([N+:15]([O-:17])=[O:16])=[CH:11][CH:10]=2)=[N:7][N:6]=1)[C:2]([CH3:20])([CH3:19])[CH3:1]. (7) The product is: [CH2:1]([C@:8]12[CH2:19][CH2:18][C:17](=[O:20])[CH2:16][C@H:9]1[CH2:10][CH2:11][CH2:12][CH2:13][C:14]2=[O:15])[C:2]1[CH:3]=[CH:4][CH:5]=[CH:6][CH:7]=1.[CH2:1]([C@@:8]12[CH2:19][CH2:18][C:17](=[O:20])[CH2:16][C@@H:9]1[CH2:10][CH2:11][CH2:12][CH2:13][C:14]2=[O:15])[C:2]1[CH:3]=[CH:4][CH:5]=[CH:6][CH:7]=1. Given the reactants [CH2:1]([C:8]12[CH2:19][CH2:18][C:17](=[O:20])[CH:16]=[C:9]1[CH2:10][CH2:11][CH2:12][CH2:13][C:14]2=[O:15])[C:2]1[CH:7]=[CH:6][CH:5]=[CH:4][CH:3]=1, predict the reaction product.